Task: Predict the product of the given reaction.. Dataset: Forward reaction prediction with 1.9M reactions from USPTO patents (1976-2016) (1) The product is: [CH2:1]([N:8]1[C:16]2[C:11](=[CH:12][CH:13]=[C:14]([O:17][CH2:34][C:35]3[O:36][CH:37]=[CH:38][N:39]=3)[CH:15]=2)[C:10]([C:18]([NH:20][CH2:21][C:22]2[CH:27]=[CH:26][C:25]([F:28])=[C:24]([F:29])[CH:23]=2)=[O:19])=[C:9]1[CH:30]([CH3:32])[CH3:31])[C:2]1[CH:7]=[CH:6][CH:5]=[CH:4][CH:3]=1. Given the reactants [CH2:1]([N:8]1[C:16]2[C:11](=[CH:12][CH:13]=[C:14]([OH:17])[CH:15]=2)[C:10]([C:18]([NH:20][CH2:21][C:22]2[CH:27]=[CH:26][C:25]([F:28])=[C:24]([F:29])[CH:23]=2)=[O:19])=[C:9]1[CH:30]([CH3:32])[CH3:31])[C:2]1[CH:7]=[CH:6][CH:5]=[CH:4][CH:3]=1.Cl[CH2:34][C:35]1[O:36][CH:37]=[CH:38][N:39]=1, predict the reaction product. (2) Given the reactants [OH:1][C:2]([C:7]1[CH:12]=[CH:11][C:10]([C:13]2[N:17]=[C:16]([C:18]3[O:22][N:21]=[C:20]([C:23]4[CH:28]=[CH:27][CH:26]=[CH:25][CH:24]=4)[C:19]=3[C:29]([F:32])([F:31])[F:30])[O:15][N:14]=2)=[CH:9][CH:8]=1)([CH3:6])[C:3](O)=[O:4].CN1CCOCC1.CN(C(O[N:48]1N=[N:55][C:50]2C=CC=N[C:49]1=2)=[N+](C)C)C.F[P-](F)(F)(F)(F)F, predict the reaction product. The product is: [C:49]([CH2:50][NH:55][C:3](=[O:4])[C:2]([OH:1])([C:7]1[CH:12]=[CH:11][C:10]([C:13]2[N:17]=[C:16]([C:18]3[O:22][N:21]=[C:20]([C:23]4[CH:24]=[CH:25][CH:26]=[CH:27][CH:28]=4)[C:19]=3[C:29]([F:32])([F:31])[F:30])[O:15][N:14]=2)=[CH:9][CH:8]=1)[CH3:6])#[N:48]. (3) Given the reactants [C:1]([C:4]12[CH2:11][CH2:10][C:7]([NH:12][CH2:13][C:14]([N:16]3[CH2:20][C@@H:19]([F:21])[CH2:18][C@H:17]3[C:22]#[N:23])=[O:15])([CH2:8][CH2:9]1)[CH2:6][CH2:5]2)(O)=[O:2].[NH2:24][C:25]1[S:26][CH:27]=[C:28]([CH2:30][C:31]([O:33][CH2:34][CH3:35])=[O:32])[N:29]=1, predict the reaction product. The product is: [CH2:34]([O:33][C:31]([CH2:30][C:28]1[N:29]=[C:25]([NH:24][C:1]([C:4]23[CH2:9][CH2:8][C:7]([NH:12][CH2:13][C:14]([N:16]4[CH2:20][C@@H:19]([F:21])[CH2:18][C@H:17]4[C:22]#[N:23])=[O:15])([CH2:6][CH2:5]2)[CH2:10][CH2:11]3)=[O:2])[S:26][CH:27]=1)=[O:32])[CH3:35]. (4) Given the reactants Br[C:2]1[C:3]([CH3:21])=[CH:4][C:5]([CH:8]([O:13][Si:14]([C:17]([CH3:20])([CH3:19])[CH3:18])([CH3:16])[CH3:15])[C:9]([F:12])([F:11])[F:10])=[N:6][CH:7]=1.[B:22](OC(C)C)([O:27]C(C)C)[O:23]C(C)C, predict the reaction product. The product is: [Si:14]([O:13][CH:8]([C:5]1[N:6]=[CH:7][C:2]([B:22]([OH:27])[OH:23])=[C:3]([CH3:21])[CH:4]=1)[C:9]([F:12])([F:11])[F:10])([C:17]([CH3:20])([CH3:19])[CH3:18])([CH3:16])[CH3:15]. (5) Given the reactants [F:1][C:2]([F:32])([F:31])[C:3]1[CH:8]=[CH:7][C:6]([C:9]2[C:10]([C:15]([NH:17][C:18]3[CH:27]=[C:26]4[C:21]([CH:22]=[C:23]([C:28]([OH:30])=O)[CH:24]=[N:25]4)=[CH:20][CH:19]=3)=[O:16])=[CH:11][CH:12]=[CH:13][CH:14]=2)=[CH:5][CH:4]=1.Cl.[N:34]1[CH:39]=[CH:38][CH:37]=[CH:36][C:35]=1[C@H:40]([NH2:43])[CH2:41][CH3:42].Cl.CN(C)CCCN=C=NCC.ON1C2C=CC=CC=2N=N1.C(N(CC)CC)C, predict the reaction product. The product is: [N:34]1[CH:39]=[CH:38][CH:37]=[CH:36][C:35]=1[C@H:40]([NH:43][C:28]([C:23]1[CH:24]=[N:25][C:26]2[C:21]([CH:22]=1)=[CH:20][CH:19]=[C:18]([NH:17][C:15]([C:10]1[C:9]([C:6]3[CH:5]=[CH:4][C:3]([C:2]([F:1])([F:31])[F:32])=[CH:8][CH:7]=3)=[CH:14][CH:13]=[CH:12][CH:11]=1)=[O:16])[CH:27]=2)=[O:30])[CH2:41][CH3:42]. (6) Given the reactants C(OC([N:8]([C:16]1[C:21]([C:22]2[N:23]=[N:24][N:25]([C:27]3[CH:32]=[CH:31][C:30]([NH2:33])=[CH:29][CH:28]=3)[CH:26]=2)=[N:20][C:19]([N:34]2[CH2:39][CH2:38][N:37]([S:40]([CH2:43][CH3:44])(=[O:42])=[O:41])[CH2:36][CH2:35]2)=[CH:18][N:17]=1)C(=O)OC(C)(C)C)=O)(C)(C)C.C(O)(C(F)(F)F)=O, predict the reaction product. The product is: [NH2:33][C:30]1[CH:29]=[CH:28][C:27]([N:25]2[CH:26]=[C:22]([C:21]3[C:16]([NH2:8])=[N:17][CH:18]=[C:19]([N:34]4[CH2:39][CH2:38][N:37]([S:40]([CH2:43][CH3:44])(=[O:42])=[O:41])[CH2:36][CH2:35]4)[N:20]=3)[N:23]=[N:24]2)=[CH:32][CH:31]=1. (7) The product is: [NH2:8][CH:9]1[CH2:13][CH2:12][N:11]([S:14]([C:17]2[C:18]3[C:19]([Cl:27])=[CH:20][N:21]=[C:22]([OH:32])[C:23]=3[CH:24]=[CH:25][CH:26]=2)(=[O:16])=[O:15])[CH2:10]1.[ClH:27]. Given the reactants C(OC([NH:8][CH:9]1[CH2:13][CH2:12][N:11]([S:14]([C:17]2[C:18]3[C:19]([Cl:27])=[CH:20][N:21]=[CH:22][C:23]=3[CH:24]=[CH:25][CH:26]=2)(=[O:16])=[O:15])[CH2:10]1)=O)(C)(C)C.C([O:32]C(N[C@H]1CCN(S(C2C3C(Br)=CN=CC=3C=CC=2)(=O)=O)C1)=O)(C)(C)C, predict the reaction product. (8) Given the reactants [C:1]([C:3]1([CH3:18])[C:16](=[O:17])[C:7]2[C:8]([C:11]([O:13][CH2:14][CH3:15])=[O:12])=[CH:9][O:10][C:6]=2[CH2:5][CH2:4]1)#[N:2].[C:19](O[C:19]([O:21][C:22]([CH3:25])([CH3:24])[CH3:23])=[O:20])([O:21][C:22]([CH3:25])([CH3:24])[CH3:23])=[O:20].[H][H], predict the reaction product. The product is: [C:22]([O:21][C:19]([NH:2][CH2:1][C:3]1([CH3:18])[C:16](=[O:17])[C:7]2[C:8]([C:11]([O:13][CH2:14][CH3:15])=[O:12])=[CH:9][O:10][C:6]=2[CH2:5][CH2:4]1)=[O:20])([CH3:25])([CH3:24])[CH3:23].